From a dataset of NCI-60 drug combinations with 297,098 pairs across 59 cell lines. Regression. Given two drug SMILES strings and cell line genomic features, predict the synergy score measuring deviation from expected non-interaction effect. (1) Cell line: HOP-62. Drug 1: C1CC(=O)NC(=O)C1N2CC3=C(C2=O)C=CC=C3N. Drug 2: CN(CC1=CN=C2C(=N1)C(=NC(=N2)N)N)C3=CC=C(C=C3)C(=O)NC(CCC(=O)O)C(=O)O. Synergy scores: CSS=27.3, Synergy_ZIP=-1.74, Synergy_Bliss=-1.29, Synergy_Loewe=-13.7, Synergy_HSA=0.701. (2) Drug 1: C1CN1C2=NC(=NC(=N2)N3CC3)N4CC4. Drug 2: C1=NC2=C(N1)C(=S)N=C(N2)N. Cell line: HOP-62. Synergy scores: CSS=48.2, Synergy_ZIP=-1.60, Synergy_Bliss=-1.66, Synergy_Loewe=-1.69, Synergy_HSA=2.40.